Dataset: Full USPTO retrosynthesis dataset with 1.9M reactions from patents (1976-2016). Task: Predict the reactants needed to synthesize the given product. Given the product [N:17]1[CH:18]=[CH:19][CH:20]=[C:15](/[CH:14]=[CH:13]/[S:10]([NH2:9])(=[O:11])=[O:12])[CH:16]=1, predict the reactants needed to synthesize it. The reactants are: CC([NH:9][S:10](/[CH:13]=[CH:14]/[C:15]1[CH:16]=[N:17][CH:18]=[CH:19][CH:20]=1)(=[O:12])=[O:11])(C)CC(C)(C)C.FC(F)(F)C(O)=O.